From a dataset of Forward reaction prediction with 1.9M reactions from USPTO patents (1976-2016). Predict the product of the given reaction. The product is: [CH3:3][O:4][C:5]1[CH:6]=[CH:7][C:8]([NH:11][C:12]2[CH:17]=[CH:16][CH:15]=[CH:14][C:13]=2[NH:18][C:25]([C:21]2[S:22][CH:23]=[CH:24][C:20]=2[CH3:19])=[O:26])=[CH:9][CH:10]=1. Given the reactants Cl.Cl.[CH3:3][O:4][C:5]1[CH:10]=[CH:9][C:8]([NH:11][C:12]2[C:13]([NH2:18])=[CH:14][CH:15]=[CH:16][CH:17]=2)=[CH:7][CH:6]=1.[CH3:19][C:20]1[CH:24]=[CH:23][S:22][C:21]=1[C:25](O)=[O:26].CCN(CC)CC.[N-]=C=O, predict the reaction product.